From a dataset of Forward reaction prediction with 1.9M reactions from USPTO patents (1976-2016). Predict the product of the given reaction. (1) Given the reactants [O:1]=[S:2]1(=[O:31])[CH2:7][CH:6]=[C:5]([C:8]2[CH:13]=[CH:12][C:11]([N:14]3[CH2:18][C@H:17]([CH2:19][N:20]4[CH:24]=[C:23]([CH:25]=[C:26](Br)Br)[N:22]=[N:21]4)[O:16][C:15]3=[O:29])=[CH:10][C:9]=2[F:30])[CH2:4][CH2:3]1.[CH3:32][NH:33][CH3:34].[OH2:35], predict the reaction product. The product is: [O:1]=[S:2]1(=[O:31])[CH2:7][CH:6]=[C:5]([C:8]2[CH:13]=[CH:12][C:11]([N:14]3[CH2:18][C@H:17]([CH2:19][N:20]4[CH:24]=[C:23]([CH2:25][C:26]([N:33]([CH3:34])[CH3:32])=[O:35])[N:22]=[N:21]4)[O:16][C:15]3=[O:29])=[CH:10][C:9]=2[F:30])[CH2:4][CH2:3]1. (2) Given the reactants F[C:2]1[CH:3]=[C:4]([CH:8]2[CH2:17][C:16](=[O:18])[C:15]3[C:10](=[CH:11][CH:12]=[C:13]([OH:19])[CH:14]=3)[O:9]2)[CH:5]=[CH:6][CH:7]=1.OC1C=CC(O)=CC=1C(=O)C.[Cl:31]C1C=CC(C=O)=CC=1, predict the reaction product. The product is: [OH:19][C:13]1[CH:14]=[C:15]2[C:10](=[CH:11][CH:12]=1)[O:9][CH:8]([C:4]1[CH:5]=[CH:6][C:7]([Cl:31])=[CH:2][CH:3]=1)[CH2:17][C:16]2=[O:18]. (3) Given the reactants [CH3:1][O:2][C:3]([C:5]1[C:10](Cl)=[C:9]([NH:12][C:13](=[O:15])[CH3:14])[CH:8]=[C:7]([C:16]2[CH:21]=[CH:20][C:19]([Cl:22])=[C:18]([O:23][CH3:24])[C:17]=2[F:25])[N:6]=1)=[O:4].[CH2:26]([Sn](CCCC)(CCCC)C=C)[CH2:27]CC, predict the reaction product. The product is: [CH3:1][O:2][C:3]([C:5]1[C:10]([CH:26]=[CH2:27])=[C:9]([NH:12][C:13](=[O:15])[CH3:14])[CH:8]=[C:7]([C:16]2[CH:21]=[CH:20][C:19]([Cl:22])=[C:18]([O:23][CH3:24])[C:17]=2[F:25])[N:6]=1)=[O:4].